From a dataset of Catalyst prediction with 721,799 reactions and 888 catalyst types from USPTO. Predict which catalyst facilitates the given reaction. (1) Reactant: C([NH:4][C:5]1[CH:10]=[C:9]([C:11]2[N:15]([CH3:16])[C:14]([S:17][CH2:18][C:19]([N:21]([CH2:25][CH2:26][OH:27])[CH2:22][CH2:23][OH:24])=[O:20])=[N:13][C:12]=2[C:28]2[CH:33]=[CH:32][C:31]([F:34])=[CH:30][CH:29]=2)[CH:8]=[CH:7][N:6]=1)(=O)C.[OH-].[Na+]. Product: [NH2:4][C:5]1[CH:10]=[C:9]([C:11]2[N:15]([CH3:16])[C:14]([S:17][CH2:18][C:19]([N:21]([CH2:25][CH2:26][OH:27])[CH2:22][CH2:23][OH:24])=[O:20])=[N:13][C:12]=2[C:28]2[CH:29]=[CH:30][C:31]([F:34])=[CH:32][CH:33]=2)[CH:8]=[CH:7][N:6]=1. The catalyst class is: 33. (2) Reactant: [OH:1][C@H:2]1[CH2:7][CH2:6][CH2:5][N:4]([C:8]([O:10][C:11]([CH3:14])([CH3:13])[CH3:12])=[O:9])[CH2:3]1.[H-].[Na+].Cl[C:18]1[C:19]2[CH:26]=[CH:25][N:24]([CH2:27][O:28][CH2:29][CH2:30][Si:31]([CH3:34])([CH3:33])[CH3:32])[C:20]=2[N:21]=[CH:22][N:23]=1. Product: [CH3:32][Si:31]([CH3:34])([CH3:33])[CH2:30][CH2:29][O:28][CH2:27][N:24]1[C:20]2[N:21]=[CH:22][N:23]=[C:18]([O:1][C@H:2]3[CH2:7][CH2:6][CH2:5][N:4]([C:8]([O:10][C:11]([CH3:14])([CH3:13])[CH3:12])=[O:9])[CH2:3]3)[C:19]=2[CH:26]=[CH:25]1. The catalyst class is: 58. (3) Reactant: C([O:8][C:9]1[C:14]([CH3:15])=[CH:13][C:12]([C:16]2[NH:25][C:24](=[O:26])[C:23]3[C:18](=[CH:19][C:20]([O:32][CH3:33])=[CH:21][C:22]=3[O:27][CH2:28][CH2:29][O:30][CH3:31])[N:17]=2)=[CH:11][C:10]=1[CH3:34])C1C=CC=CC=1. Product: [OH:8][C:9]1[C:14]([CH3:15])=[CH:13][C:12]([C:16]2[NH:25][C:24](=[O:26])[C:23]3[C:18](=[CH:19][C:20]([O:32][CH3:33])=[CH:21][C:22]=3[O:27][CH2:28][CH2:29][O:30][CH3:31])[N:17]=2)=[CH:11][C:10]=1[CH3:34]. The catalyst class is: 358. (4) Reactant: [CH3:1][O:2][C:3]1[CH:4]=[C:5]2[C:9](=[CH:10][C:11]=1[O:12][CH3:13])[NH:8][C:7]1[N:14]=[CH:15][NH:16][C:17](=O)[C:6]2=1.O=P(Cl)(Cl)[Cl:21]. Product: [Cl:21][C:17]1[CH:6]2[CH:7]([NH:8][C:9]3[C:5]2=[CH:4][C:3]([O:2][CH3:1])=[C:11]([O:12][CH3:13])[CH:10]=3)[N:14]=[CH:15][N:16]=1. The catalyst class is: 12. (5) Product: [C:1]1([C:7]2[O:8][C:9]([CH3:35])=[C:10]([CH2:12][O:13][C:14]3[CH:34]=[CH:33][C:17]([CH2:18][O:19][C:20]4[C:24](/[CH:25]=[CH:44]/[C:45]([O:47][CH2:48][CH3:49])=[O:46])=[CH:23][N:22]([C:27]5[CH:32]=[CH:31][CH:30]=[CH:29][CH:28]=5)[N:21]=4)=[CH:16][CH:15]=3)[N:11]=2)[CH:2]=[CH:3][CH:4]=[CH:5][CH:6]=1. The catalyst class is: 6. Reactant: [C:1]1([C:7]2[O:8][C:9]([CH3:35])=[C:10]([CH2:12][O:13][C:14]3[CH:34]=[CH:33][C:17]([CH2:18][O:19][C:20]4[C:24]([CH:25]=O)=[CH:23][N:22]([C:27]5[CH:32]=[CH:31][CH:30]=[CH:29][CH:28]=5)[N:21]=4)=[CH:16][CH:15]=3)[N:11]=2)[CH:6]=[CH:5][CH:4]=[CH:3][CH:2]=1.C(OP([CH2:44][C:45]([O:47][CH2:48][CH3:49])=[O:46])(OCC)=O)C.CN(C)C=O.[H-].[Na+].